From a dataset of Full USPTO retrosynthesis dataset with 1.9M reactions from patents (1976-2016). Predict the reactants needed to synthesize the given product. Given the product [Cl:1][C:2]1[CH:3]=[C:4]([CH:18]=[CH:19][C:20]=1[Cl:21])[CH2:5][C:6]1[CH:7]=[N:8][C:9]2[N:10]([N:12]=[CH:13][C:14]=2[C:15]([NH:55][CH2:54][CH2:53][S:52][CH3:51])=[O:17])[CH:11]=1, predict the reactants needed to synthesize it. The reactants are: [Cl:1][C:2]1[CH:3]=[C:4]([CH:18]=[CH:19][C:20]=1[Cl:21])[CH2:5][C:6]1[CH:7]=[N:8][C:9]2[N:10]([N:12]=[CH:13][C:14]=2[C:15]([OH:17])=O)[CH:11]=1.CN(C(ON1N=NC2C=CC=CC1=2)=[N+](C)C)C.[B-](F)(F)(F)F.C(N(CC)CC)C.[CH3:51][S:52][CH2:53][CH2:54][NH2:55].